From a dataset of Full USPTO retrosynthesis dataset with 1.9M reactions from patents (1976-2016). Predict the reactants needed to synthesize the given product. (1) The reactants are: [O:1]=[C:2]1[NH:6][C:5](=[O:7])[C:4](=[CH:8][C:9]2[C:18]3[C:13](=[CH:14][CH:15]=[CH:16][CH:17]=3)[C:12]([O:19][CH2:20][CH2:21][CH2:22][C:23]([OH:25])=[O:24])=[CH:11][CH:10]=2)[S:3]1.N1C=CC=CC=1.[BH4-].[Li+].Cl. Given the product [O:1]=[C:2]1[NH:6][C:5](=[O:7])[CH:4]([CH2:8][C:9]2[C:18]3[C:13](=[CH:14][CH:15]=[CH:16][CH:17]=3)[C:12]([O:19][CH2:20][CH2:21][CH2:22][C:23]([OH:25])=[O:24])=[CH:11][CH:10]=2)[S:3]1, predict the reactants needed to synthesize it. (2) Given the product [F:34][C:2]([F:1])([F:33])[O:3][C:4]1[CH:9]=[CH:8][C:7]([N:10]2[CH:14]=[N:13][C:12]([C:15]3[CH:16]=[C:17]4[C:22](=[CH:23][CH:24]=3)[CH2:21][CH:20]([NH2:25])[CH2:19][CH2:18]4)=[N:11]2)=[CH:6][CH:5]=1, predict the reactants needed to synthesize it. The reactants are: [F:1][C:2]([F:34])([F:33])[O:3][C:4]1[CH:9]=[CH:8][C:7]([N:10]2[CH:14]=[N:13][C:12]([C:15]3[CH:16]=[C:17]4[C:22](=[CH:23][CH:24]=3)[CH2:21][CH:20]([NH:25]C(=O)OC(C)(C)C)[CH2:19][CH2:18]4)=[N:11]2)=[CH:6][CH:5]=1.